Task: Predict which catalyst facilitates the given reaction.. Dataset: Catalyst prediction with 721,799 reactions and 888 catalyst types from USPTO (1) Product: [Br:7][C:5]1[N:6]=[C:2]([C:13]([OH:15])=[O:14])[S:3][CH:4]=1. Reactant: Br[C:2]1[S:3][CH:4]=[C:5]([Br:7])[N:6]=1.[Li+].CCC[CH2-].[C:13](=[O:15])=[O:14]. The catalyst class is: 7. (2) Reactant: [H-].[Na+].[CH3:3][C@@H:4]1[CH2:9][C@H:8]([OH:10])[CH2:7][CH2:6][N:5]1[C@@H:11]([C:13]1[CH:18]=[CH:17][CH:16]=[CH:15][CH:14]=1)[CH3:12].I[CH3:20].O. Product: [CH3:20][O:10][C@@H:8]1[CH2:7][CH2:6][N:5]([C@@H:11]([C:13]2[CH:14]=[CH:15][CH:16]=[CH:17][CH:18]=2)[CH3:12])[C@H:4]([CH3:3])[CH2:9]1. The catalyst class is: 3. (3) Product: [N:1]1[N:2]([C:10]2[CH:15]=[C:14]([CH3:16])[CH:13]=[C:12]([CH2:17][O:26][CH2:20][CH2:21][CH2:22][CH2:23][CH2:24][CH3:25])[C:11]=2[OH:19])[N:3]=[C:4]2[CH:9]=[CH:8][CH:7]=[CH:6][C:5]=12. Reactant: [N:1]1[N:2]([C:10]2[CH:15]=[C:14]([CH3:16])[CH:13]=[C:12]([CH2:17]Cl)[C:11]=2[OH:19])[N:3]=[C:4]2[CH:9]=[CH:8][CH:7]=[CH:6][C:5]=12.[CH2:20]([OH:26])[CH2:21][CH2:22][CH2:23][CH2:24][CH3:25].[H-].[Na+]. The catalyst class is: 12. (4) Reactant: [F:1][C:2]([F:11])([F:10])[CH:3]1[CH2:8][CH2:7][CH:6]([OH:9])[CH2:5][CH2:4]1.O[C:13]1[CH:14]=[C:15]2[C:20](=[CH:21][CH:22]=1)[CH:19]=[C:18]([C@:23]1([CH3:29])[CH2:27][O:26][C:25](=[O:28])[NH:24]1)[CH:17]=[CH:16]2.C1(P(C2C=CC=CC=2)C2C=CC=CC=2)C=CC=CC=1.N(C(OC(C)C)=O)=NC(OC(C)C)=O. Product: [CH3:29][C@@:23]1([C:18]2[CH:17]=[CH:16][C:15]3[C:20](=[CH:21][CH:22]=[C:13]([O:9][CH:6]4[CH2:5][CH2:4][CH:3]([C:2]([F:10])([F:11])[F:1])[CH2:8][CH2:7]4)[CH:14]=3)[CH:19]=2)[CH2:27][O:26][C:25](=[O:28])[NH:24]1. The catalyst class is: 7. (5) Reactant: [F:1][C:2]([F:31])([F:30])[C:3]1[CH:4]=[C:5]([CH:23]=[C:24]([C:26]([F:29])([F:28])[F:27])[CH:25]=1)[CH2:6][N:7]([CH2:21][CH3:22])[C:8]1[CH:16]=[CH:15][C:14]([C:17]([F:20])([F:19])[F:18])=[CH:13][C:9]=1[CH:10]=[N:11]O. Product: [NH2:11][CH2:10][C:9]1[CH:13]=[C:14]([C:17]([F:19])([F:20])[F:18])[CH:15]=[CH:16][C:8]=1[N:7]([CH2:6][C:5]1[CH:23]=[C:24]([C:26]([F:27])([F:28])[F:29])[CH:25]=[C:3]([C:2]([F:1])([F:30])[F:31])[CH:4]=1)[CH2:21][CH3:22]. The catalyst class is: 94.